The task is: Regression. Given two drug SMILES strings and cell line genomic features, predict the synergy score measuring deviation from expected non-interaction effect.. This data is from NCI-60 drug combinations with 297,098 pairs across 59 cell lines. (1) Drug 1: CCC1=C2CN3C(=CC4=C(C3=O)COC(=O)C4(CC)O)C2=NC5=C1C=C(C=C5)O. Drug 2: C1CN(CCN1C(=O)CCBr)C(=O)CCBr. Cell line: UACC62. Synergy scores: CSS=61.2, Synergy_ZIP=-1.28, Synergy_Bliss=-1.04, Synergy_Loewe=-13.2, Synergy_HSA=2.51. (2) Drug 1: CCCS(=O)(=O)NC1=C(C(=C(C=C1)F)C(=O)C2=CNC3=C2C=C(C=N3)C4=CC=C(C=C4)Cl)F. Drug 2: CN(CC1=CN=C2C(=N1)C(=NC(=N2)N)N)C3=CC=C(C=C3)C(=O)NC(CCC(=O)O)C(=O)O. Cell line: OVCAR3. Synergy scores: CSS=22.9, Synergy_ZIP=-5.72, Synergy_Bliss=-1.81, Synergy_Loewe=-15.8, Synergy_HSA=-3.06. (3) Drug 1: CC1CCC2CC(C(=CC=CC=CC(CC(C(=O)C(C(C(=CC(C(=O)CC(OC(=O)C3CCCCN3C(=O)C(=O)C1(O2)O)C(C)CC4CCC(C(C4)OC)O)C)C)O)OC)C)C)C)OC. Drug 2: CCN(CC)CCNC(=O)C1=C(NC(=C1C)C=C2C3=C(C=CC(=C3)F)NC2=O)C. Cell line: BT-549. Synergy scores: CSS=12.8, Synergy_ZIP=-2.81, Synergy_Bliss=-0.153, Synergy_Loewe=-14.1, Synergy_HSA=-1.34. (4) Drug 1: CC1OCC2C(O1)C(C(C(O2)OC3C4COC(=O)C4C(C5=CC6=C(C=C35)OCO6)C7=CC(=C(C(=C7)OC)O)OC)O)O. Drug 2: C(CC(=O)O)C(=O)CN.Cl. Cell line: SF-268. Synergy scores: CSS=29.5, Synergy_ZIP=-13.0, Synergy_Bliss=-4.78, Synergy_Loewe=-7.88, Synergy_HSA=-1.83. (5) Drug 1: COC1=C2C(=CC3=C1OC=C3)C=CC(=O)O2. Drug 2: CC(C)CN1C=NC2=C1C3=CC=CC=C3N=C2N. Cell line: T-47D. Synergy scores: CSS=4.45, Synergy_ZIP=-2.81, Synergy_Bliss=-2.21, Synergy_Loewe=-1.45, Synergy_HSA=-1.32. (6) Drug 1: CCC1=CC2CC(C3=C(CN(C2)C1)C4=CC=CC=C4N3)(C5=C(C=C6C(=C5)C78CCN9C7C(C=CC9)(C(C(C8N6C)(C(=O)OC)O)OC(=O)C)CC)OC)C(=O)OC.C(C(C(=O)O)O)(C(=O)O)O. Drug 2: CC1=C(C(=O)C2=C(C1=O)N3CC4C(C3(C2COC(=O)N)OC)N4)N. Cell line: HS 578T. Synergy scores: CSS=63.2, Synergy_ZIP=4.94, Synergy_Bliss=3.01, Synergy_Loewe=0.934, Synergy_HSA=4.74.